The task is: Predict the product of the given reaction.. This data is from Forward reaction prediction with 1.9M reactions from USPTO patents (1976-2016). (1) Given the reactants C([O:5][N:6]=[C:7]1[C:16]2[C:11](=[CH:12][CH:13]=[C:14]([O:17][CH2:18][CH2:19][Cl:20])[CH:15]=2)[O:10][C:9]([C:21]2[N:26]=[CH:25][N:24]3[CH:27]=[CH:28][CH:29]=[C:23]3[CH:22]=2)=[CH:8]1)(C)(C)C.[CH3:30][N:31]([CH3:38])[CH:32]1[CH2:37][CH2:36][NH:35][CH2:34][CH2:33]1, predict the reaction product. The product is: [ClH:20].[ClH:20].[CH3:30][N:31]([CH3:38])[CH:32]1[CH2:37][CH2:36][N:35]([CH2:19][CH2:18][O:17][C:14]2[CH:15]=[C:16]3[C:11](=[CH:12][CH:13]=2)[O:10][C:9]([C:21]2[N:26]=[CH:25][N:24]4[CH:27]=[CH:28][CH:29]=[C:23]4[CH:22]=2)=[CH:8][C:7]3=[N:6][OH:5])[CH2:34][CH2:33]1. (2) Given the reactants [F:1][C:2]1[CH:7]=[CH:6][C:5]([C:8]2[N:9]=[CH:10][N:11]3[CH2:16][CH2:15][NH:14][CH2:13][C:12]=23)=[CH:4][CH:3]=1.[F:17]C1C=C(F)C=CC=1B(O)O, predict the reaction product. The product is: [F:17][C:6]1[CH:7]=[C:2]([F:1])[CH:3]=[CH:4][C:5]=1[C:8]1[N:9]=[CH:10][N:11]2[CH2:16][CH2:15][NH:14][CH2:13][C:12]=12. (3) Given the reactants [NH3:1].Cl[S:3]([C:6]1[C:7]([O:26][CH3:27])=[CH:8][C:9]([O:24][CH3:25])=[C:10]([C:12]2[N:16]([C:17]3[CH:22]=[CH:21][CH:20]=[CH:19][C:18]=3[Cl:23])[N:15]=[CH:14][CH:13]=2)[CH:11]=1)(=[O:5])=[O:4], predict the reaction product. The product is: [NH2:1][S:3]([C:6]1[C:7]([O:26][CH3:27])=[CH:8][C:9]([O:24][CH3:25])=[C:10]([C:12]2[N:16]([C:17]3[CH:22]=[CH:21][CH:20]=[CH:19][C:18]=3[Cl:23])[N:15]=[CH:14][CH:13]=2)[CH:11]=1)(=[O:5])=[O:4]. (4) Given the reactants [F:1][C:2]1[CH:35]=[C:34]([F:36])[CH:33]=[CH:32][C:3]=1[O:4][C:5]1[CH:10]=[CH:9][C:8]([NH:11][S:12]([CH2:15][CH3:16])(=[O:14])=[O:13])=[CH:7][C:6]=1[C:17]1[C:25]2[C:20](=[C:21]([O:29]C)[N:22]=[C:23]([C:26]([OH:28])=[O:27])[CH:24]=2)[N:19]([CH3:31])[CH:18]=1.Cl, predict the reaction product. The product is: [F:1][C:2]1[CH:35]=[C:34]([F:36])[CH:33]=[CH:32][C:3]=1[O:4][C:5]1[CH:10]=[CH:9][C:8]([NH:11][S:12]([CH2:15][CH3:16])(=[O:14])=[O:13])=[CH:7][C:6]=1[C:17]1[C:25]2[CH:24]=[C:23]([C:26]([OH:28])=[O:27])[NH:22][C:21](=[O:29])[C:20]=2[N:19]([CH3:31])[CH:18]=1. (5) Given the reactants [Br:1][C:2]1[CH:7]=[CH:6][C:5]([C:8](=O)[CH2:9][CH2:10][CH2:11][CH2:12][N:13]2[CH2:18][CH2:17][CH:16]([C:19]3[CH:20]=[C:21]([NH:25][C:26](=[O:30])[CH:27]([CH3:29])[CH3:28])[CH:22]=[CH:23][CH:24]=3)[CH2:15][CH2:14]2)=[CH:4][CH:3]=1.[CH3:32][N:33]([C:35]1[CH:40]=[CH:39][CH:38]=[CH:37][CH:36]=1)N, predict the reaction product. The product is: [Br:1][C:2]1[CH:7]=[CH:6][C:5]([C:8]2[N:33]([CH3:32])[C:35]3[C:40]([C:9]=2[CH2:10][CH2:11][CH2:12][N:13]2[CH2:18][CH2:17][CH:16]([C:19]4[CH:20]=[C:21]([NH:25][C:26](=[O:30])[CH:27]([CH3:29])[CH3:28])[CH:22]=[CH:23][CH:24]=4)[CH2:15][CH2:14]2)=[CH:39][CH:38]=[CH:37][CH:36]=3)=[CH:4][CH:3]=1. (6) Given the reactants [Cl:1][C:2]1[C:10]2[N:9]=[C:8]3[N:11]([C:15]4[CH:20]=[CH:19][C:18]([Cl:21])=[CH:17][C:16]=4[Cl:22])[CH2:12][CH2:13][CH2:14][N:7]3[C:6]=2[C:5]([CH:23]([OH:26])[CH2:24][CH3:25])=[CH:4][CH:3]=1.[CH3:27][S:28]([CH2:31][C:32](O)=[O:33])(=[O:30])=[O:29].C(N(CC)CC)C.Cl.C(N=C=NCCCN(C)C)C, predict the reaction product. The product is: [CH3:27][S:28]([CH2:31][C:32]([O:26][CH:23]([C:5]1[C:6]2[N:7]3[CH2:14][CH2:13][CH2:12][N:11]([C:15]4[CH:20]=[CH:19][C:18]([Cl:21])=[CH:17][C:16]=4[Cl:22])[C:8]3=[N:9][C:10]=2[C:2]([Cl:1])=[CH:3][CH:4]=1)[CH2:24][CH3:25])=[O:33])(=[O:30])=[O:29].